From a dataset of Reaction yield outcomes from USPTO patents with 853,638 reactions. Predict the reaction yield, written as a fraction of the theoretical maximum amount of product (1.0 means a 100% yield; for example, 0.34 means a 34% yield). The reactants are [F:1][C:2]([F:27])([F:26])[C:3]1[CH:4]=[C:5]([NH:9][C:10]([C:12]2[CH:13]=[C:14]3[C:19](=[CH:20][CH:21]=2)[C:18]([N:22]([CH3:24])[CH3:23])=[N:17][N:16]=[C:15]3I)=[O:11])[CH:6]=[CH:7][CH:8]=1.[C:28]([Cu])#[N:29]. The catalyst is N1C=CC=CC=1. The product is [F:1][C:2]([F:27])([F:26])[C:3]1[CH:4]=[C:5]([NH:9][C:10]([C:12]2[CH:13]=[C:14]3[C:19](=[CH:20][CH:21]=2)[C:18]([N:22]([CH3:24])[CH3:23])=[N:17][N:16]=[C:15]3[C:28]#[N:29])=[O:11])[CH:6]=[CH:7][CH:8]=1. The yield is 0.442.